Dataset: Reaction yield outcomes from USPTO patents with 853,638 reactions. Task: Predict the reaction yield, written as a fraction of the theoretical maximum amount of product (1.0 means a 100% yield; for example, 0.34 means a 34% yield). (1) The reactants are Cl.[NH2:2][C:3]1[CH:4]=[N:5][CH:6]=[C:7]([F:24])[C:8]=1[N:9]1[CH2:14][CH2:13][CH:12]([C:15]([N:17]2[CH2:22][CH2:21][N:20]([CH3:23])[CH2:19][CH2:18]2)=[O:16])[CH2:11][CH2:10]1.CCN(C(C)C)C(C)C.[C:34]([CH2:36][C:37](O)=[O:38])#[N:35].CCN=C=NCCCN(C)C. The catalyst is C(Cl)Cl. The product is [C:34]([CH2:36][C:37]([NH:2][C:3]1[CH:4]=[N:5][CH:6]=[C:7]([F:24])[C:8]=1[N:9]1[CH2:10][CH2:11][CH:12]([C:15]([N:17]2[CH2:18][CH2:19][N:20]([CH3:23])[CH2:21][CH2:22]2)=[O:16])[CH2:13][CH2:14]1)=[O:38])#[N:35]. The yield is 0.900. (2) The reactants are [OH:1][CH2:2][CH:3]1[CH:7]2[O:8][C:9]([CH3:12])([CH3:11])[O:10][CH:6]2[CH:5]([N:13]2[CH:21]=[N:20][C:19]3[C:14]2=[N:15][CH:16]=[N:17][C:18]=3[NH:22][C:23]([NH:25][C:26]2[CH:31]=[CH:30][CH:29]=[CH:28][CH:27]=2)=[O:24])[O:4]1.CC(C)([O-])C.[K+].Cl[C:39]1[N:47]=[CH:46][CH:45]=[CH:44][C:40]=1[C:41]([OH:43])=[O:42]. The catalyst is CN(C=O)C. The product is [CH3:12][C:9]1([CH3:11])[O:10][CH:6]2[CH:5]([N:13]3[CH:21]=[N:20][C:19]4[C:14]3=[N:15][CH:16]=[N:17][C:18]=4[NH:22][C:23]([NH:25][C:26]3[CH:31]=[CH:30][CH:29]=[CH:28][CH:27]=3)=[O:24])[O:4][CH:3]([CH2:2][O:1][C:39]3[N:47]=[CH:46][CH:45]=[CH:44][C:40]=3[C:41]([OH:43])=[O:42])[CH:7]2[O:8]1. The yield is 0.270. (3) The reactants are [Br:1][C:2]1[CH:7]=[CH:6][C:5]([NH:8][C:9]2[C:10]([C:20]([OH:22])=O)=[CH:11][C:12]3[N:16]([CH3:17])[CH:15]=[N:14][C:13]=3[C:18]=2[Cl:19])=[C:4]([Cl:23])[CH:3]=1.[CH:24]([O:26][CH2:27][CH2:28][O:29][NH2:30])=[CH2:25].C1C=CC2N(O)N=NC=2C=1.C(N(CC)CC)C.CCN=C=NCCCN(C)C. The catalyst is CCOC(C)=O.CN(C)C=O. The product is [CH:24]([O:26][CH2:27][CH2:28][O:29][NH:30][C:20]([C:10]1[C:9]([NH:8][C:5]2[CH:6]=[CH:7][C:2]([Br:1])=[CH:3][C:4]=2[Cl:23])=[C:18]([Cl:19])[C:13]2[N:14]=[CH:15][N:16]([CH3:17])[C:12]=2[CH:11]=1)=[O:22])=[CH2:25]. The yield is 0.850. (4) The reactants are Br[C:2]1[CH:11]=[N:10][C:5]2[O:6][CH2:7][CH2:8][NH:9][C:4]=2[CH:3]=1.[C:12]1(B(O)O)[C:21]2[C:16](=[CH:17][CH:18]=[CH:19][CH:20]=2)[CH:15]=[CH:14][N:13]=1.C(=O)([O-])[O-].[K+].[K+]. The catalyst is O1CCCC1.O. The product is [CH:12]1[C:21]2[C:16](=[CH:17][CH:18]=[CH:19][CH:20]=2)[C:15]([C:2]2[CH:11]=[N:10][C:5]3[O:6][CH2:7][CH2:8][NH:9][C:4]=3[CH:3]=2)=[CH:14][N:13]=1. The yield is 0.510. (5) The reactants are [OH:1][N:2]=[C:3](Cl)[C:4]1[CH:15]=[CH:14][C:7]2[B:8]([OH:13])[O:9][C:10]([CH3:12])([CH3:11])[C:6]=2[CH:5]=1.[Cl:17][C:18]1[CH:23]=[C:22]([C:24]([C:26]([F:29])([F:28])[F:27])=[CH2:25])[CH:21]=[C:20]([Cl:30])[C:19]=1[O:31][CH3:32]. The catalyst is CN(C=O)C. The product is [Cl:17][C:18]1[CH:23]=[C:22]([C:24]2([C:26]([F:29])([F:27])[F:28])[O:1][N:2]=[C:3]([C:4]3[CH:15]=[CH:14][C:7]4[B:8]([OH:13])[O:9][C:10]([CH3:12])([CH3:11])[C:6]=4[CH:5]=3)[CH2:25]2)[CH:21]=[C:20]([Cl:30])[C:19]=1[O:31][CH3:32]. The yield is 0.156. (6) The reactants are [C:1]([NH:8][C@H:9]([C:12]([OH:14])=[O:13])[CH2:10][OH:11])([O:3][C:4]([CH3:7])([CH3:6])[CH3:5])=[O:2].[H-].[Na+].[CH2:17](Br)[C:18]1[CH:23]=[CH:22][CH:21]=[CH:20][CH:19]=1. The catalyst is CN(C=O)C. The product is [C:4]([O:3][C:1]([NH:8][C@H:9]([C:12]([OH:14])=[O:13])[CH2:10][O:11][CH2:17][C:18]1[CH:23]=[CH:22][CH:21]=[CH:20][CH:19]=1)=[O:2])([CH3:7])([CH3:6])[CH3:5]. The yield is 0.800.